From a dataset of Reaction yield outcomes from USPTO patents with 853,638 reactions. Predict the reaction yield, written as a fraction of the theoretical maximum amount of product (1.0 means a 100% yield; for example, 0.34 means a 34% yield). (1) The reactants are [F:1][C:2]1[CH:7]=[CH:6][C:5]([CH2:8][CH2:9][C:10]2[CH:17]=[CH:16][C:15]([F:18])=[CH:14][C:11]=2[C:12]#N)=[CH:4][CH:3]=1.[OH-:19].[Na+].[OH2:21].Cl. The catalyst is C(O)CO. The product is [F:1][C:2]1[CH:7]=[CH:6][C:5]([CH2:8][CH2:9][C:10]2[CH:17]=[CH:16][C:15]([F:18])=[CH:14][C:11]=2[C:12]([OH:21])=[O:19])=[CH:4][CH:3]=1. The yield is 0.884. (2) The reactants are [C:1]([O:21][CH3:22])(=[O:20])[CH2:2][CH2:3][CH2:4][CH2:5][CH2:6][CH2:7][CH2:8]/[CH:9]=[CH:10]\[CH2:11][C@@H:12]([CH2:14][CH2:15][CH2:16][CH2:17][CH2:18][CH3:19])[OH:13].[C:23]([Si:27](Cl)([CH3:29])[CH3:28])([CH3:26])([CH3:25])[CH3:24]. The catalyst is N1C=CC=CC=1.C1COCC1.[N+]([O-])([O-])=O.[Ag+]. The product is [Si:27]([O:13][C@H:12]([CH2:14][CH2:15][CH2:16][CH2:17][CH2:18][CH3:19])[CH2:11]/[CH:10]=[CH:9]\[CH2:8][CH2:7][CH2:6][CH2:5][CH2:4][CH2:3][CH2:2][C:1]([O:21][CH3:22])=[O:20])([C:23]([CH3:26])([CH3:25])[CH3:24])([C:29]1[CH:10]=[CH:9][CH:8]=[CH:7][CH:6]=1)[C:28]1[CH:5]=[CH:4][CH:3]=[CH:2][CH:1]=1. The yield is 0.930. (3) The product is [CH:26]1([NH:29][C:23]([C:22]2[CH:21]=[N:20][N:17]3[CH:18]=[CH:19][C:14]([N:9]4[CH2:10][C@H:11]([OH:13])[CH2:12][C@@H:8]4[C:4]4[CH:5]=[CH:6][CH:7]=[C:2]([F:1])[CH:3]=4)=[N:15][C:16]=23)=[O:24])[CH2:28][CH2:27]1. No catalyst specified. The yield is 0.660. The reactants are [F:1][C:2]1[CH:3]=[C:4]([C@H:8]2[CH2:12][C@@H:11]([OH:13])[CH2:10][N:9]2[C:14]2[CH:19]=[CH:18][N:17]3[N:20]=[CH:21][C:22]([C:23](O)=[O:24])=[C:16]3[N:15]=2)[CH:5]=[CH:6][CH:7]=1.[CH:26]1([NH2:29])[CH2:28][CH2:27]1. (4) The reactants are [N:1]([CH2:4][CH:5]([OH:22])[CH2:6][N:7]1[C:13]2[CH:14]=[CH:15][CH:16]=[CH:17][C:12]=2[CH2:11][CH2:10][C:9]2[CH:18]=[CH:19][CH:20]=[CH:21][C:8]1=2)=[N+]=[N-].C1C=CC(P(C2C=CC=CC=2)C2C=CC=CC=2)=CC=1. The catalyst is C1COCC1.O. The product is [NH2:1][CH2:4][CH:5]([OH:22])[CH2:6][N:7]1[C:8]2[CH:21]=[CH:20][CH:19]=[CH:18][C:9]=2[CH2:10][CH2:11][C:12]2[CH:17]=[CH:16][CH:15]=[CH:14][C:13]1=2. The yield is 0.900. (5) The product is [Br:1][C:2]1[CH:3]=[C:4]2[C:9]([C:13]3[CH:18]=[CH:17][C:16]([OH:21])=[N:15][CH:14]=3)=[CH:10][NH:8][C:5]2=[N:6][CH:7]=1. The reactants are [Br:1][C:2]1[CH:3]=[C:4]([C:9]([C:13]2[CH:14]=[N:15][C:16](F)=[CH:17][CH:18]=2)=[CH:10]OC)[C:5]([NH2:8])=[N:6][CH:7]=1.Cl(O)(=O)(=O)=[O:21]. The catalyst is O1CCOCC1.O.[OH-].[Na+]. The yield is 0.770. (6) The reactants are [CH2:1]([CH:4]1[C:8](=[O:9])[CH:7]=[CH:6][CH2:5]1)[CH:2]=[CH2:3].[C:10](=[O:17])([O:12][C:13]([CH3:16])([CH3:15])[CH3:14])[NH2:11].B(F)(F)F.CCOCC.C(=O)(O)[O-].[Na+]. The catalyst is [Br-].C([N+](CCCC)(CCCC)CCCC)CCC.ClCCl.CCCCCCC. The product is [CH2:1]([CH:4]1[C:8](=[O:9])[CH2:7][CH:6]([NH:11][C:10](=[O:17])[O:12][C:13]([CH3:16])([CH3:15])[CH3:14])[CH2:5]1)[CH:2]=[CH2:3]. The yield is 0.270. (7) The reactants are [NH2:1][C:2]1[C:11]([F:12])=[C:10]([F:13])[C:5]([C:6]([O:8][CH3:9])=[O:7])=[C:4]([F:14])[C:3]=1[F:15].[H-].[Na+].[Br:18][C:19]1[CH:24]=[CH:23][C:22]([S:25](Cl)(=[O:27])=[O:26])=[CH:21][CH:20]=1.C(=O)([O-])O.[Na+]. The catalyst is O1CCCC1. The product is [Br:18][C:19]1[CH:24]=[CH:23][C:22]([S:25]([NH:1][C:2]2[C:3]([F:15])=[C:4]([F:14])[C:5]([C:6]([O:8][CH3:9])=[O:7])=[C:10]([F:13])[C:11]=2[F:12])(=[O:27])=[O:26])=[CH:21][CH:20]=1. The yield is 0.690. (8) The reactants are [Br:1][C:2]1[CH:3]=[CH:4][C:5]([C:8]([OH:10])=[O:9])=[N:6][CH:7]=1.S(=O)(=O)(O)O.[CH2:16](O)[CH3:17].C(=O)([O-])O.[Na+]. The catalyst is O. The product is [Br:1][C:2]1[CH:3]=[CH:4][C:5]([C:8]([O:10][CH2:16][CH3:17])=[O:9])=[N:6][CH:7]=1. The yield is 0.860.